This data is from Retrosynthesis with 50K atom-mapped reactions and 10 reaction types from USPTO. The task is: Predict the reactants needed to synthesize the given product. (1) Given the product CCOC(=O)Cc1cccc(Oc2ccc(Br)cc2COc2ccccc2)c1, predict the reactants needed to synthesize it. The reactants are: CCOC(=O)Cc1cccc(Oc2ccc(Br)cc2CBr)c1.Oc1ccccc1. (2) Given the product Cc1nc(N2CC[C@H](C(=O)N3CC(O)C3)C2)ncc1-n1c2ccc(F)cc2c2c1cnn2C1CCCCO1, predict the reactants needed to synthesize it. The reactants are: Cc1nc(N2CC[C@H](C(=O)O)C2)ncc1-n1c2ccc(F)cc2c2c1cnn2C1CCCCO1.OC1CNC1. (3) Given the product CCC(C)Nc1nc2cc(C(=O)OC)ccc2nc1-c1ccccc1, predict the reactants needed to synthesize it. The reactants are: CCC(C)N.COC(=O)c1ccc2nc(-c3ccccc3)c(Br)nc2c1. (4) Given the product OCc1ccc2cn(-c3ccc(C(F)(F)F)cc3)nc2c1, predict the reactants needed to synthesize it. The reactants are: COC(=O)c1ccc2cn(-c3ccc(C(F)(F)F)cc3)nc2c1.